Dataset: Catalyst prediction with 721,799 reactions and 888 catalyst types from USPTO. Task: Predict which catalyst facilitates the given reaction. (1) Reactant: [CH2:1]([N:4]1[C:12]2[C:11](=[O:13])[N:10]([CH3:14])[C:9](=[O:15])[N:8]([CH3:16])[C:7]=2[N:6]=[C:5]1Cl)[CH:2]=[CH2:3].[C:18]([O:22][C:23]([N:25]1[CH2:30][CH2:29][NH:28][CH2:27][CH2:26]1)=[O:24])([CH3:21])([CH3:20])[CH3:19].N12CCCN=C1CCCCC2. Product: [C:18]([O:22][C:23]([N:25]1[CH2:30][CH2:29][N:28]([C:5]2[N:4]([CH2:1][CH:2]=[CH2:3])[C:12]3[C:11](=[O:13])[N:10]([CH3:14])[C:9](=[O:15])[N:8]([CH3:16])[C:7]=3[N:6]=2)[CH2:27][CH2:26]1)=[O:24])([CH3:21])([CH3:19])[CH3:20]. The catalyst class is: 60. (2) Reactant: [C:1]1([OH:7])[CH:6]=[CH:5][CH:4]=[CH:3][CH:2]=1.[H-].[Na+].[Cl:10][C:11]1[CH:16]=[C:15](Cl)[N:14]=[CH:13][N:12]=1.[Cl-].[NH4+]. Product: [O:7]([C:15]1[CH:16]=[C:11]([Cl:10])[N:12]=[CH:13][N:14]=1)[C:1]1[CH:6]=[CH:5][CH:4]=[CH:3][CH:2]=1. The catalyst class is: 42.